Dataset: Full USPTO retrosynthesis dataset with 1.9M reactions from patents (1976-2016). Task: Predict the reactants needed to synthesize the given product. (1) Given the product [CH3:19][C:17]1([CH3:20])[O:16][CH2:15][C:14]2=[CH:21][C:11]([NH:10][C:4]3[C:5](=[O:9])[N:6]([CH3:8])[CH:7]=[C:2]([B:25]4[O:26][C:27]([CH3:29])([CH3:28])[C:23]([CH3:39])([CH3:22])[O:24]4)[CH:3]=3)=[N:12][N:13]2[CH2:18]1, predict the reactants needed to synthesize it. The reactants are: Br[C:2]1[CH:3]=[C:4]([NH:10][C:11]2[CH:21]=[C:14]3[CH2:15][O:16][C:17]([CH3:20])([CH3:19])[CH2:18][N:13]3[N:12]=2)[C:5](=[O:9])[N:6]([CH3:8])[CH:7]=1.[CH3:22][C:23]1([CH3:39])[C:27]([CH3:29])([CH3:28])[O:26][B:25]([B:25]2[O:26][C:27]([CH3:29])([CH3:28])[C:23]([CH3:39])([CH3:22])[O:24]2)[O:24]1.C([O-])(=O)C.[K+]. (2) Given the product [F:34][C:22]([F:21])([F:33])[C:23]1[CH:24]=[CH:25][C:26]([S:29]([N:10]2[CH2:11][CH2:12][C:7]3([C:2](=[O:13])[NH:3][CH2:4][CH2:5][CH2:6]3)[CH2:8][CH2:9]2)(=[O:31])=[O:30])=[CH:27][CH:28]=1, predict the reactants needed to synthesize it. The reactants are: Cl.[C:2]1(=[O:13])[C:7]2([CH2:12][CH2:11][NH:10][CH2:9][CH2:8]2)[CH2:6][CH2:5][CH2:4][NH:3]1.C(N(CC)CC)C.[F:21][C:22]([F:34])([F:33])[C:23]1[CH:28]=[CH:27][C:26]([S:29](Cl)(=[O:31])=[O:30])=[CH:25][CH:24]=1. (3) Given the product [NH2:27][C:7]1[C:8]([NH:22][C@H:23]([CH3:26])[CH2:24][OH:25])=[N:9][C:10]([S:12][CH2:13][C:14]2[CH:19]=[CH:18][CH:17]=[C:16]([F:20])[C:15]=2[F:21])=[N:11][C:6]=1[NH2:5], predict the reactants needed to synthesize it. The reactants are: C(O)(=O)C.[NH2:5][C:6]1[N:11]=[C:10]([S:12][CH2:13][C:14]2[CH:19]=[CH:18][CH:17]=[C:16]([F:20])[C:15]=2[F:21])[N:9]=[C:8]([NH:22][C@H:23]([CH3:26])[CH2:24][OH:25])[C:7]=1[N:27]=O. (4) Given the product [C:1]([O:5][C:6]([N:8]1[C:16]2[C:11](=[CH:12][C:13]([CH:17]=[O:18])=[CH:14][CH:15]=2)[CH:10]=[C:9]1[C:19]1[C:20](=[O:29])[NH:21][C:22]2[C:27]([CH:28]=1)=[CH:26][CH:25]=[CH:24][CH:23]=2)=[O:7])([CH3:4])([CH3:2])[CH3:3], predict the reactants needed to synthesize it. The reactants are: [C:1]([O:5][C:6]([N:8]1[C:16]2[C:11](=[CH:12][C:13]([CH2:17][OH:18])=[CH:14][CH:15]=2)[CH:10]=[C:9]1[C:19]1[C:20](=[O:29])[NH:21][C:22]2[C:27]([CH:28]=1)=[CH:26][CH:25]=[CH:24][CH:23]=2)=[O:7])([CH3:4])([CH3:3])[CH3:2].